This data is from Full USPTO retrosynthesis dataset with 1.9M reactions from patents (1976-2016). The task is: Predict the reactants needed to synthesize the given product. (1) Given the product [CH3:1][C:2]1[CH:7]=[C:6]([NH:8][CH:9]([C:14]2[CH:23]=[CH:22][C:17]([C:18]([NH:63][CH2:64][CH2:65][C:66]([O:68][CH3:69])=[O:67])=[O:19])=[CH:16][N:15]=2)[CH2:10][CH:11]([CH3:12])[CH3:13])[CH:5]=[C:4]([CH3:24])[C:3]=1[C:25]1[CH:30]=[CH:29][C:28]([C:31]([F:33])([F:32])[F:34])=[CH:27][CH:26]=1, predict the reactants needed to synthesize it. The reactants are: [CH3:1][C:2]1[CH:7]=[C:6]([NH:8][CH:9]([C:14]2[CH:23]=[CH:22][C:17]([C:18](OC)=[O:19])=[CH:16][N:15]=2)[CH2:10][CH:11]([CH3:13])[CH3:12])[CH:5]=[C:4]([CH3:24])[C:3]=1[C:25]1[CH:30]=[CH:29][C:28]([C:31]([F:34])([F:33])[F:32])=[CH:27][CH:26]=1.[Li+].[OH-].Cl.F[P-](F)(F)(F)(F)F.N1(OC(N(C)C)=[N+](C)C)C2N=CC=CC=2N=N1.Cl.[NH2:63][CH2:64][CH2:65][C:66]([O:68][CH3:69])=[O:67].C(N(C(C)C)CC)(C)C. (2) Given the product [CH2:24]([C:25]1[N:22]([CH2:16][CH2:15][CH2:5][CH2:6][CH2:8][CH2:9][C:31]([OH:34])=[O:32])[C:3]2=[N:4][C:5]([C:15]3[CH:20]=[CH:19][C:18]([CH3:21])=[CH:17][CH:16]=3)=[C:6]([C:8]3[CH:13]=[CH:12][C:11]([CH3:14])=[CH:10][CH:9]=3)[N:7]=[C:2]2[C:26]=1[CH2:27][CH3:28])[CH3:23], predict the reactants needed to synthesize it. The reactants are: Br[C:2]1[C:3]([NH2:22])=[N:4][C:5]([C:15]2[CH:20]=[CH:19][C:18]([CH3:21])=[CH:17][CH:16]=2)=[C:6]([C:8]2[CH:13]=[CH:12][C:11]([CH3:14])=[CH:10][CH:9]=2)[N:7]=1.[CH3:23][CH2:24][C:25]#[C:26][CH2:27][CH3:28].[Cl-].[Li+].[C:31]([O-:34])([O-])=[O:32].[K+].[K+]. (3) Given the product [C:25]([OH:32])(=[O:31])/[CH:26]=[CH:27]/[C:28]([OH:30])=[O:29].[Cl:1][C:2]1[CH:9]=[CH:8][C:5]([C:6]#[N:7])=[C:4]([O:10][C:11]2[CH:16]=[CH:15][CH:14]=[C:13]([CH2:17][NH:22][CH3:21])[CH:12]=2)[CH:3]=1, predict the reactants needed to synthesize it. The reactants are: [Cl:1][C:2]1[CH:9]=[CH:8][C:5]([C:6]#[N:7])=[C:4]([O:10][C:11]2[CH:16]=[CH:15][CH:14]=[C:13]([CH:17]=O)[CH:12]=2)[CH:3]=1.CN.[C:21]([BH3-])#[N:22].[Na+].[C:25]([OH:32])(=[O:31])/[CH:26]=[CH:27]/[C:28]([OH:30])=[O:29]. (4) Given the product [CH:1]1[C:10]2[C:5](=[CH:6][C:7]([C:11]3[O:15][N:14]=[C:13]([N:16]([CH2:52][C@@H:32]([CH3:36])[CH2:31][C:30]4[CH:29]=[CH:28][C:27]([C:26]([F:25])([F:48])[F:49])=[CH:47][CH:46]=4)[C:17](=[O:22])[O:18][CH2:19][CH:20]=[CH2:21])[CH:12]=3)=[CH:8][CH:9]=2)[CH:4]=[CH:3][N:2]=1, predict the reactants needed to synthesize it. The reactants are: [CH:1]1[C:10]2[C:5](=[CH:6][C:7]([C:11]3[O:15][N:14]=[C:13]([NH:16][C:17](=[O:22])[O:18][CH2:19][CH:20]=[CH2:21])[CH:12]=3)=[CH:8][CH:9]=2)[CH:4]=[CH:3][N:2]=1.[H-].[Na+].[F:25][C:26]([F:49])([F:48])[C:27]1[CH:47]=[CH:46][C:30]([CH2:31][C@H:32]2[CH2:36]OS(=O)(=O)N2C(OC(C)(C)C)=O)=[CH:29][CH:28]=1.[OH-].[Na+].[CH3:52]N(C=O)C. (5) Given the product [C:20]([O:24][C:25]([N:27]1[CH2:32][CH2:31][CH:30]([NH:33][CH2:15][C:14]2[C:9]3[N:8]([CH2:18][CH3:19])[C:7]([C:3]4[C:2]([NH2:1])=[N:6][O:5][N:4]=4)=[N:17][C:10]=3[CH:11]=[N:12][CH:13]=2)[CH2:29][CH2:28]1)=[O:26])([CH3:23])([CH3:21])[CH3:22], predict the reactants needed to synthesize it. The reactants are: [NH2:1][C:2]1[C:3]([C:7]2[N:8]([CH2:18][CH3:19])[C:9]3[C:14]([CH:15]=O)=[CH:13][N:12]=[CH:11][C:10]=3[N:17]=2)=[N:4][O:5][N:6]=1.[C:20]([O:24][C:25]([N:27]1[CH2:32][CH2:31][CH:30]([NH2:33])[CH2:29][CH2:28]1)=[O:26])([CH3:23])([CH3:22])[CH3:21].